From a dataset of Full USPTO retrosynthesis dataset with 1.9M reactions from patents (1976-2016). Predict the reactants needed to synthesize the given product. (1) Given the product [CH:10]1([C:9]2[N:8]([C:13]3[CH:18]=[CH:17][C:16]([S:19]([CH3:22])(=[O:20])=[O:21])=[CH:15][C:14]=3[Cl:23])[N:7]=[CH:6][C:5]=2[C:3]([NH:26][C:25]([NH2:27])=[NH:24])=[O:2])[CH2:11][CH2:12]1, predict the reactants needed to synthesize it. The reactants are: C[O:2][C:3]([C:5]1[CH:6]=[N:7][N:8]([C:13]2[CH:18]=[CH:17][C:16]([S:19]([CH3:22])(=[O:21])=[O:20])=[CH:15][C:14]=2[Cl:23])[C:9]=1[CH:10]1[CH2:12][CH2:11]1)=O.[NH2:24][C:25]([NH2:27])=[NH:26]. (2) Given the product [CH2:1]([O:3][P:4]([CH2:9][CH2:10][CH2:11][C:12]1[CH:17]=[C:16]([CH3:18])[C:15]([C:19]2[NH:23][C:22]3[CH:24]=[C:25]([C:28](=[O:40])[NH:29][C:30]4[CH:39]=[CH:38][C:37]5[C:32](=[CH:33][CH:34]=[CH:35][CH:36]=5)[N:31]=4)[CH:26]=[CH:27][C:21]=3[N:20]=2)=[C:14]([CH3:41])[CH:13]=1)(=[O:5])[OH:8])[CH3:2], predict the reactants needed to synthesize it. The reactants are: [CH2:1]([O:3][P:4]([CH2:9][CH2:10][CH2:11][C:12]1[CH:17]=[C:16]([CH3:18])[C:15]([C:19]2[NH:23][C:22]3[CH:24]=[C:25]([C:28](=[O:40])[NH:29][C:30]4[CH:39]=[CH:38][C:37]5[C:32](=[CH:33][CH:34]=[CH:35][CH:36]=5)[N:31]=4)[CH:26]=[CH:27][C:21]=3[N:20]=2)=[C:14]([CH3:41])[CH:13]=1)(=[O:8])[O:5]CC)[CH3:2].C[Si](Br)(C)C.